The task is: Predict the reactants needed to synthesize the given product.. This data is from Full USPTO retrosynthesis dataset with 1.9M reactions from patents (1976-2016). (1) Given the product [CH2:1]([O:3][CH2:4][C:5]1[N:6]([CH2:44][C:45]([OH:48])([CH3:47])[CH3:46])[C:7]2[C:16]3[CH:15]=[CH:14][C:13]([CH:17]=[O:18])=[CH:12][C:11]=3[N:10]=[C:9]([NH:23][C:24]([C:25]3[CH:26]=[CH:27][CH:28]=[CH:29][CH:30]=3)([C:31]3[CH:32]=[CH:33][CH:34]=[CH:35][CH:36]=3)[C:37]3[CH:42]=[CH:41][CH:40]=[CH:39][CH:38]=3)[C:8]=2[N:43]=1)[CH3:2], predict the reactants needed to synthesize it. The reactants are: [CH2:1]([O:3][CH2:4][C:5]1[N:6]([CH2:44][C:45]([OH:48])([CH3:47])[CH3:46])[C:7]2[C:16]3[CH:15]=[CH:14][C:13]([C:17](N(OC)C)=[O:18])=[CH:12][C:11]=3[N:10]=[C:9]([NH:23][C:24]([C:37]3[CH:42]=[CH:41][CH:40]=[CH:39][CH:38]=3)([C:31]3[CH:36]=[CH:35][CH:34]=[CH:33][CH:32]=3)[C:25]3[CH:30]=[CH:29][CH:28]=[CH:27][CH:26]=3)[C:8]=2[N:43]=1)[CH3:2].[H-].[Al+3].[Li+].[H-].[H-].[H-].[Cl-].[NH4+].O. (2) Given the product [Br:1][C:2]1[CH:3]=[C:4]2[C:9](=[CH:10][CH:11]=1)[N:8]=[CH:7][C:6]([C:12]#[N:13])=[C:5]2/[CH:14]=[CH:17]/[N:18]([CH3:20])[CH3:19], predict the reactants needed to synthesize it. The reactants are: [Br:1][C:2]1[CH:3]=[C:4]2[C:9](=[CH:10][CH:11]=1)[N:8]=[CH:7][C:6]([C:12]#[N:13])=[C:5]2[CH3:14].CO[CH:17](OC)[N:18]([CH3:20])[CH3:19]. (3) Given the product [NH2:1][C:2]1[N:3]([CH3:24])[C:4](=[O:23])[C:5]2([N:22]=1)[C:6]1[CH:7]=[C:8]([O:20][CH3:21])[CH:9]=[CH:10][C:11]=1[O:12][C:13]1[C:18]2=[CH:17][C:16]([C:29]2[CH:30]=[N:25][CH:26]=[N:27][CH:28]=2)=[CH:15][CH:14]=1, predict the reactants needed to synthesize it. The reactants are: [NH2:1][C:2]1[N:3]([CH3:24])[C:4](=[O:23])[C:5]2([N:22]=1)[C:18]1[CH:17]=[C:16](Br)[CH:15]=[CH:14][C:13]=1[O:12][C:11]1[C:6]2=[CH:7][C:8]([O:20][CH3:21])=[CH:9][CH:10]=1.[N:25]1[CH:30]=[C:29](B(O)O)[CH:28]=[N:27][CH:26]=1.COCCOC.C(=O)([O-])[O-].[Na+].[Na+]. (4) The reactants are: [Cl:1][C:2]1[CH:3]=[CH:4][C:5]([N:15]2[CH:19]=[C:18]([C:20]([F:23])([F:22])[F:21])[N:17]=[N:16]2)=[C:6]([C:8]2[N:13]=[CH:12][N:11]=[C:10]([OH:14])[CH:9]=2)[CH:7]=1.CN(C(ON1N=NC2C=CC=NC1=2)=[N+](C)C)C.F[P-](F)(F)(F)(F)F.C1CCN2C(=NCCC2)CC1.N[C@@H:60]1[C:76]2[CH:77]=[C:72]([CH:73]=[CH:74][CH:75]=2)[C:71]2[N:70]([CH:78]([F:80])[F:79])[N:69]=[CH:68][C:67]=2[NH:66][C:65](=[O:81])[C@H:64]([CH3:82])[CH2:63][CH2:62][CH2:61]1. Given the product [Cl:1][C:2]1[CH:3]=[CH:4][C:5]([N:15]2[CH:19]=[C:18]([C:20]([F:21])([F:23])[F:22])[N:17]=[N:16]2)=[C:6]([C:8]2[N:13]=[CH:12][N:11]([C@@H:60]3[C:76]4[CH:77]=[C:72]([CH:73]=[CH:74][CH:75]=4)[C:71]4[N:70]([CH:78]([F:80])[F:79])[N:69]=[CH:68][C:67]=4[NH:66][C:65](=[O:81])[C@H:64]([CH3:82])[CH2:63][CH2:62][CH2:61]3)[C:10](=[O:14])[CH:9]=2)[CH:7]=1, predict the reactants needed to synthesize it. (5) Given the product [S:1]1[CH:5]=[CH:4][C:3]2[CH:6]=[CH:7][CH:8]=[C:9]([C:10]([NH2:17])=[O:12])[C:2]1=2, predict the reactants needed to synthesize it. The reactants are: [S:1]1[CH:5]=[CH:4][C:3]2[CH:6]=[CH:7][CH:8]=[C:9]([C:10]([OH:12])=O)[C:2]1=2.S(Cl)(Cl)=O.[NH3:17].C([O-])(O)=O.[Na+]. (6) Given the product [CH2:7]([C:9]1[C:14]([OH:1])=[CH:13][CH:12]=[CH:11][C:10]=1[OH:16])[CH2:6][CH3:5], predict the reactants needed to synthesize it. The reactants are: [OH-:1].[Na+].[BH4-].[Na+].[CH3:5][CH2:6][C:7]([C:9]1[CH:14]=[CH:13][C:12](O)=[CH:11][C:10]=1[OH:16])=O.[H][H].Cl. (7) Given the product [F:16][C:15]1[CH:14]=[C:13]([C:17]([OH:20])([CH3:18])[CH3:19])[CH:12]=[C:11]([F:21])[C:10]=1[C:4]1[S:3][C:2]([NH:1][C:23]2[CH:24]=[CH:25][CH:26]=[C:27]([C:29]#[C:30][C:31]([OH:33])([CH3:32])[CH3:34])[N:28]=2)=[C:6]([C:7]([NH2:9])=[O:8])[CH:5]=1, predict the reactants needed to synthesize it. The reactants are: [NH2:1][C:2]1[S:3][C:4]([C:10]2[C:15]([F:16])=[CH:14][C:13]([C:17]([OH:20])([CH3:19])[CH3:18])=[CH:12][C:11]=2[F:21])=[CH:5][C:6]=1[C:7]([NH2:9])=[O:8].Br[C:23]1[N:28]=[C:27]([C:29]#[C:30][C:31]([CH3:34])([OH:33])[CH3:32])[CH:26]=[CH:25][CH:24]=1. (8) Given the product [CH2:34]([N:22]1[CH:23]=[C:24]([C:26]2[CH:31]=[CH:30][C:29]([Cl:32])=[CH:28][C:27]=2[Cl:33])[N:25]=[C:21]1[C@@H:20]([NH:38][C:50](=[O:51])[CH:49]=[CH:48][C:42]1[CH:43]=[CH:44][C:45]([F:47])=[CH:46][C:41]=1[F:40])[CH2:19][C:16]1[CH:15]=[CH:14][C:13]([O:12][CH2:11][C:8]2[CH:7]=[CH:6][C:5]([C:4]([OH:3])=[O:39])=[CH:10][CH:9]=2)=[CH:18][CH:17]=1)[CH2:35][CH2:36][CH3:37], predict the reactants needed to synthesize it. The reactants are: Cl.C[O:3][C:4](=[O:39])[C:5]1[CH:10]=[CH:9][C:8]([CH2:11][O:12][C:13]2[CH:18]=[CH:17][C:16]([CH2:19][C@H:20]([NH2:38])[C:21]3[N:22]([CH2:34][CH2:35][CH2:36][CH3:37])[CH:23]=[C:24]([C:26]4[CH:31]=[CH:30][C:29]([Cl:32])=[CH:28][C:27]=4[Cl:33])[N:25]=3)=[CH:15][CH:14]=2)=[CH:7][CH:6]=1.[F:40][C:41]1[CH:46]=[C:45]([F:47])[CH:44]=[CH:43][C:42]=1[CH:48]=[CH:49][C:50](O)=[O:51].